Predict the product of the given reaction. From a dataset of Forward reaction prediction with 1.9M reactions from USPTO patents (1976-2016). Given the reactants [CH2:1]([N:8]1[CH:12]=[C:11](I)[CH:10]=[N:9]1)[C:2]1[CH:7]=[CH:6][CH:5]=[CH:4][CH:3]=1.C([Mg]Cl)(C)C.CN([CH:22]=[O:23])C, predict the reaction product. The product is: [CH2:1]([N:8]1[CH:12]=[C:11]([CH:22]=[O:23])[CH:10]=[N:9]1)[C:2]1[CH:7]=[CH:6][CH:5]=[CH:4][CH:3]=1.